Task: Predict the reaction yield, written as a fraction of the theoretical maximum amount of product (1.0 means a 100% yield; for example, 0.34 means a 34% yield).. Dataset: Reaction yield outcomes from USPTO patents with 853,638 reactions (1) The reactants are S(=O)(=O)(O)O.N([O-])=O.[Na+].[PH2](O)=O.N[C:14]1[C:19]([Cl:20])=[C:18]([C:21]([O:23][CH3:24])=[O:22])[C:17]([Cl:25])=[CH:16][C:15]=1[C:26]([O:28][CH3:29])=[O:27].N. The catalyst is C(O)(=O)C. The product is [Cl:20][C:19]1[CH:14]=[C:15]([C:26]([O:28][CH3:29])=[O:27])[CH:16]=[C:17]([Cl:25])[C:18]=1[C:21]([O:23][CH3:24])=[O:22]. The yield is 0.790. (2) The reactants are Cl[C:2]1[CH:7]=[C:6]([O:8][C:9]2[CH:14]=[CH:13][C:12]([NH2:15])=[C:11]([F:16])[CH:10]=2)[CH:5]=[CH:4][N:3]=1.[CH3:17][N:18]1[CH:22]=[CH:21][C:20](B2OC(C)(C)C(C)(C)O2)=[N:19]1.C([O-])([O-])=O.[Na+].[Na+].O. The catalyst is COCCOC.C1C=CC([P]([Pd]([P](C2C=CC=CC=2)(C2C=CC=CC=2)C2C=CC=CC=2)([P](C2C=CC=CC=2)(C2C=CC=CC=2)C2C=CC=CC=2)[P](C2C=CC=CC=2)(C2C=CC=CC=2)C2C=CC=CC=2)(C2C=CC=CC=2)C2C=CC=CC=2)=CC=1. The product is [F:16][C:11]1[CH:10]=[C:9]([O:8][C:6]2[CH:5]=[CH:4][N:3]=[C:2]([C:21]3[CH:20]=[N:19][N:18]([CH3:17])[CH:22]=3)[CH:7]=2)[CH:14]=[CH:13][C:12]=1[NH2:15]. The yield is 0.560. (3) The reactants are [NH:1]([C:3]1[CH:11]=[C:10]2[C:6]([CH2:7][CH2:8][C:9]2=[O:12])=[CH:5][CH:4]=1)[NH2:2].[CH3:13][C:14]([CH3:21])([CH3:20])[C:15](=O)[CH2:16][C:17]#[N:18].Cl. The catalyst is CCO. The product is [NH2:18][C:17]1[N:1]([C:3]2[CH:11]=[C:10]3[C:6]([CH2:7][CH2:8][C:9]3=[O:12])=[CH:5][CH:4]=2)[N:2]=[C:15]([C:14]([CH3:21])([CH3:20])[CH3:13])[CH:16]=1. The yield is 0.385. (4) The reactants are [CH2:1]([C:9]1[CH:14]=[CH:13][C:12]([N:15]2[CH2:19][CH2:18][N:17]([CH2:20][CH2:21][C:22]([O:24]CC)=[O:23])[C:16]2=[O:27])=[CH:11][CH:10]=1)[CH2:2][CH2:3][CH2:4][CH2:5][CH2:6][CH2:7][CH3:8].C(C1C=CC(NC(=O)NCCC(OCC)=O)=CC=1)CCCCCCC. The product is [CH2:1]([C:9]1[CH:14]=[CH:13][C:12]([N:15]2[CH2:19][CH2:18][N:17]([CH2:20][CH2:21][C:22]([OH:24])=[O:23])[C:16]2=[O:27])=[CH:11][CH:10]=1)[CH2:2][CH2:3][CH2:4][CH2:5][CH2:6][CH2:7][CH3:8]. The yield is 0.330. No catalyst specified. (5) The reactants are [CH:1]([C:4]1[NH:9][C:8](=O)[C:7]([C:11]#[N:12])=[CH:6][CH:5]=1)([CH3:3])[CH3:2].[Br-:13].O=P12OP3(OP(OP(O3)(O1)=O)(=O)O2)=O.O. The catalyst is C1(C)C=CC=CC=1. The product is [Br:13][C:8]1[N:9]=[C:4]([CH:1]([CH3:3])[CH3:2])[CH:5]=[CH:6][C:7]=1[C:11]#[N:12]. The yield is 0.930. (6) The reactants are [OH:1][C:2]1[CH:7]=[CH:6][CH:5]=[CH:4][C:3]=1[C:8](/[C:10](=[CH:18]\[C:19]1[CH:28]=[CH:27][C:26]2[C:21](=[CH:22][CH:23]=[CH:24][CH:25]=2)[CH:20]=1)/C(OC(C)(C)C)=O)=[O:9].C1(C)C=CC(S(O)(=O)=O)=CC=1. The catalyst is NC(N)=S.C1(C)C=CC=CC=1. The product is [CH:20]1[C:21]2[C:26](=[CH:25][CH:24]=[CH:23][CH:22]=2)[CH:27]=[CH:28][C:19]=1[C@H:18]1[CH2:10][C:8](=[O:9])[C:3]2[C:2](=[CH:7][CH:6]=[CH:5][CH:4]=2)[O:1]1. The yield is 0.890.